This data is from Full USPTO retrosynthesis dataset with 1.9M reactions from patents (1976-2016). The task is: Predict the reactants needed to synthesize the given product. Given the product [CH:25]1([C:28](=[N:1][N:2]2[C:7](=[O:8])[C:6]([C:9]3[NH:14][C:13]4[CH:15]=[CH:16][CH:17]=[CH:18][C:12]=4[S:11](=[O:20])(=[O:19])[N:10]=3)=[C:5]([OH:21])[C:4]3[S:22][CH:23]=[CH:24][C:3]2=3)[CH3:29])[CH2:27][CH2:26]1, predict the reactants needed to synthesize it. The reactants are: [NH2:1][N:2]1[C:7](=[O:8])[C:6]([C:9]2[NH:14][C:13]3[CH:15]=[CH:16][CH:17]=[CH:18][C:12]=3[S:11](=[O:20])(=[O:19])[N:10]=2)=[C:5]([OH:21])[C:4]2[S:22][CH:23]=[CH:24][C:3]1=2.[CH:25]1([C:28](=O)[CH3:29])[CH2:27][CH2:26]1.